From a dataset of Reaction yield outcomes from USPTO patents with 853,638 reactions. Predict the reaction yield, written as a fraction of the theoretical maximum amount of product (1.0 means a 100% yield; for example, 0.34 means a 34% yield). (1) The reactants are [OH:1][C:2]1[CH:3]=[C:4]([CH2:9][C:10]#[N:11])[CH:5]=[CH:6][C:7]=1[OH:8].CO[C:14](OC)([CH3:16])[CH3:15].CC1C=CC(S(O)(=O)=O)=CC=1. The catalyst is C1(C)C=CC=CC=1. The product is [CH3:15][C:14]1([CH3:16])[O:8][C:7]2[CH:6]=[CH:5][C:4]([CH2:9][C:10]#[N:11])=[CH:3][C:2]=2[O:1]1. The yield is 0.200. (2) The reactants are [Cl:1][C:2]1[CH:7]=[CH:6][C:5]([C:8]2[N:9]=[C:10]([C:13]([CH3:17])([CH3:16])[CH2:14][NH2:15])[S:11][CH:12]=2)=[CH:4][CH:3]=1.[CH3:18][C:19]1[C:27]([C:28]2[N:32]=[C:31]([C:33]([F:36])([F:35])[F:34])[O:30][N:29]=2)=[CH:26][C:22]([C:23](O)=[O:24])=[CH:21][N:20]=1. No catalyst specified. The product is [Cl:1][C:2]1[CH:3]=[CH:4][C:5]([C:8]2[N:9]=[C:10]([C:13]([CH3:17])([CH3:16])[CH2:14][NH:15][C:23](=[O:24])[C:22]3[CH:26]=[C:27]([C:28]4[N:32]=[C:31]([C:33]([F:36])([F:35])[F:34])[O:30][N:29]=4)[C:19]([CH3:18])=[N:20][CH:21]=3)[S:11][CH:12]=2)=[CH:6][CH:7]=1. The yield is 0.590. (3) The reactants are FC(F)(F)C(O)=O.[CH:8]1([CH:13]([N:18]2[CH:22]=[C:21]([C:23]3[C:24]4[CH:32]=[CH:31][N:30](OCC[Si](C)(C)C)[C:25]=4[N:26]=[C:27](C)[N:28]=3)[CH:20]=[N:19]2)[CH2:14][CH:15]2[CH2:17][CH2:16]2)[CH2:12][CH2:11][CH2:10][CH2:9]1.C(O)(C(F)(F)F)=O. The catalyst is C(Cl)Cl. The product is [CH:8]1([CH:13]([N:18]2[CH:22]=[C:21]([C:23]3[C:24]4[CH:32]=[CH:31][NH:30][C:25]=4[N:26]=[CH:27][N:28]=3)[CH:20]=[N:19]2)[CH2:14][CH:15]2[CH2:17][CH2:16]2)[CH2:12][CH2:11][CH2:10][CH2:9]1. The yield is 0.900. (4) The reactants are [C:1]([O:5][C@@H:6]([C:12]1[C:22]([CH3:23])=[CH:21][C:15]2[N:16]=[C:17]([CH:19]=C)[S:18][C:14]=2[C:13]=1[O:24][S:25]([C:28]([F:31])([F:30])[F:29])(=[O:27])=[O:26])[C:7]([O:9][CH2:10][CH3:11])=[O:8])([CH3:4])([CH3:3])[CH3:2].C(Cl)Cl.[O:35]=O. The catalyst is CO. The product is [C:1]([O:5][C@@H:6]([C:12]1[C:22]([CH3:23])=[CH:21][C:15]2[N:16]=[C:17]([CH:19]=[O:35])[S:18][C:14]=2[C:13]=1[O:24][S:25]([C:28]([F:29])([F:31])[F:30])(=[O:26])=[O:27])[C:7]([O:9][CH2:10][CH3:11])=[O:8])([CH3:2])([CH3:4])[CH3:3]. The yield is 0.970. (5) The reactants are Br[C:2]1[CH:7]=[C:6]([C:8]2[N:9]=[N:10][N:11]([CH2:13][C:14]3[CH:19]=[CH:18][C:17]([O:20][CH3:21])=[CH:16][CH:15]=3)[CH:12]=2)[CH:5]=[CH:4][N:3]=1.[Br:22][C:23]1[CH:28]=[C:27]([CH3:29])[CH:26]=[C:25]([NH2:30])[N:24]=1.CC1(C)C2C(=C(P(C3C=CC=CC=3)C3C=CC=CC=3)C=CC=2)OC2C(P(C3C=CC=CC=3)C3C=CC=CC=3)=CC=CC1=2.C([O-])([O-])=O.[Cs+].[Cs+]. The catalyst is CC([O-])=O.CC([O-])=O.[Pd+2]. The product is [Br:22][C:23]1[N:24]=[C:25]([NH:30][C:2]2[CH:7]=[C:6]([C:8]3[N:9]=[N:10][N:11]([CH2:13][C:14]4[CH:19]=[CH:18][C:17]([O:20][CH3:21])=[CH:16][CH:15]=4)[CH:12]=3)[CH:5]=[CH:4][N:3]=2)[CH:26]=[C:27]([CH3:29])[CH:28]=1. The yield is 0.590.